Dataset: Retrosynthesis with 50K atom-mapped reactions and 10 reaction types from USPTO. Task: Predict the reactants needed to synthesize the given product. (1) Given the product CCOC(=O)C=C1CCOCC1, predict the reactants needed to synthesize it. The reactants are: CCOC(=O)CP(=O)(OCC)OCC.O=C1CCOCC1. (2) The reactants are: Cc1cccnc1Oc1cccc(C=C2CCN(C(=O)OC(C)(C)C)CC2)c1. Given the product Cc1cccnc1Oc1cccc(C=C2CCNCC2)c1, predict the reactants needed to synthesize it.